Task: Predict which catalyst facilitates the given reaction.. Dataset: Catalyst prediction with 721,799 reactions and 888 catalyst types from USPTO (1) Reactant: Cl.[CH3:2][O:3][C:4](=[O:10])[C@@H:5]1[CH2:9][CH2:8][CH2:7][NH:6]1.C(N(CC)CC)C. Product: [CH3:2][O:3][C:4](=[O:10])[C@@H:5]1[CH2:9][CH2:8][CH2:7][NH:6]1. The catalyst class is: 5. (2) Reactant: [Cl:1][C:2]1[CH:3]=[C:4]([CH2:14]O)[C:5]2[O:9][C:8]([CH:10]3[CH2:12][CH2:11]3)=[CH:7][C:6]=2[CH:13]=1.O=S(Cl)[Cl:18]. Product: [Cl:1][C:2]1[CH:3]=[C:4]([CH2:14][Cl:18])[C:5]2[O:9][C:8]([CH:10]3[CH2:12][CH2:11]3)=[CH:7][C:6]=2[CH:13]=1. The catalyst class is: 2. (3) Reactant: [N:1]([CH:4]([C:6]1[N:7]=[C:8]2[S:16][CH:15]=[C:14]([CH3:17])[N:9]2[C:10](=[O:13])[C:11]=1Br)[CH3:5])=[N+:2]=[N-:3].[C:18]1(B(O)O)[CH:23]=[CH:22][CH:21]=[CH:20][CH:19]=1.C(=O)([O-])[O-].[Na+].[Na+]. Product: [N:1]([CH:4]([C:6]1[N:7]=[C:8]2[S:16][CH:15]=[C:14]([CH3:17])[N:9]2[C:10](=[O:13])[C:11]=1[C:18]1[CH:23]=[CH:22][CH:21]=[CH:20][CH:19]=1)[CH3:5])=[N+:2]=[N-:3]. The catalyst class is: 667. (4) Reactant: [CH3:1][O:2][C:3]1[CH:4]=[C:5]([CH2:20][C:21]([O:23]C2C(F)=C(F)C(F)=C(F)C=2F)=O)[CH:6]=[CH:7][C:8]=1[NH:9][C:10]([NH:12][C:13]1[CH:18]=[CH:17][CH:16]=[CH:15][C:14]=1[CH3:19])=[O:11].[Cl:35][C:36]1[CH:37]=[C:38]([CH:43]=[CH:44][C:45]=1[O:46][CH2:47][C@@H:48]([NH2:50])[CH3:49])[C:39]([O:41][CH3:42])=[O:40].CCN(CC)CC. Product: [Cl:35][C:36]1[CH:37]=[C:38]([CH:43]=[CH:44][C:45]=1[O:46][CH2:47][C@@H:48]([NH:50][C:21](=[O:23])[CH2:20][C:5]1[CH:6]=[CH:7][C:8]([NH:9][C:10]([NH:12][C:13]2[CH:18]=[CH:17][CH:16]=[CH:15][C:14]=2[CH3:19])=[O:11])=[C:3]([O:2][CH3:1])[CH:4]=1)[CH3:49])[C:39]([O:41][CH3:42])=[O:40]. The catalyst class is: 25. (5) Reactant: [CH3:1][N:2]1[CH2:14][CH2:13][C:12]2[C:11]3[C:6](=[CH:7][CH:8]=[C:9]([N+:15]([O-])=O)[CH:10]=3)[NH:5][C:4]=2[CH2:3]1. Product: [NH2:15][C:9]1[CH:10]=[C:11]2[C:6](=[CH:7][CH:8]=1)[NH:5][C:4]1[CH2:3][N:2]([CH3:1])[CH2:14][CH2:13][C:12]2=1. The catalyst class is: 50.